This data is from Forward reaction prediction with 1.9M reactions from USPTO patents (1976-2016). The task is: Predict the product of the given reaction. (1) Given the reactants Br[C:2]1[CH:7]=[CH:6][C:5]([CH3:8])=[CH:4][N:3]=1.[F:9][C:10]1[CH:15]=[CH:14][C:13]([O:16][CH2:17][C:18]#[CH:19])=[C:12]([O:20][CH3:21])[CH:11]=1.C(NC(C)C)(C)C, predict the reaction product. The product is: [F:9][C:10]1[CH:15]=[CH:14][C:13]([O:16][CH2:17][C:18]#[C:19][C:2]2[CH:7]=[CH:6][C:5]([CH3:8])=[CH:4][N:3]=2)=[C:12]([O:20][CH3:21])[CH:11]=1. (2) Given the reactants [F:1][C:2]1[C:11]2[O:10][CH2:9][CH:8]([CH2:12]OS(C3C=CC(C)=CC=3)(=O)=O)[O:7][C:6]=2[CH:5]=[C:4]([S:24]([CH3:27])(=[O:26])=[O:25])[CH:3]=1.[CH3:28][O:29][CH2:30][CH2:31][NH2:32], predict the reaction product. The product is: [F:1][C:2]1[C:11]2[O:10][CH2:9][CH:8]([CH2:12][NH:32][CH2:31][CH2:30][O:29][CH3:28])[O:7][C:6]=2[CH:5]=[C:4]([S:24]([CH3:27])(=[O:25])=[O:26])[CH:3]=1. (3) Given the reactants [CH3:1][O:2][C:3]1[CH:8]=[CH:7][C:6]([C:9]2[C:18]3[C:19](=[O:22])[O:20][CH2:21][C:17]=3[C:16]([OH:23])=[C:15]3[C:10]=2[CH:11]=[C:12]([O:26][CH3:27])[C:13]([O:24][CH3:25])=[CH:14]3)=[CH:5][CH:4]=1.IC.[C:30](=O)([O-])[O-].[K+].[K+].[Cl-].[NH4+], predict the reaction product. The product is: [CH3:1][O:2][C:3]1[CH:8]=[CH:7][C:6]([C:9]2[C:18]3[C:19](=[O:22])[O:20][CH2:21][C:17]=3[C:16]([O:23][CH3:30])=[C:15]3[C:10]=2[CH:11]=[C:12]([O:26][CH3:27])[C:13]([O:24][CH3:25])=[CH:14]3)=[CH:5][CH:4]=1. (4) Given the reactants [N+:1]([C:4]1[CH:5]=[C:6]([N:10]2[CH2:15][CH2:14][NH:13][CH2:12][CH2:11]2)[CH:7]=[CH:8][CH:9]=1)([O-:3])=[O:2].Cl.C(=O)([O-])[O-].[K+].[K+].[F:23][CH2:24][CH2:25][CH2:26]I, predict the reaction product. The product is: [F:23][CH2:24][CH2:25][CH2:26][N:13]1[CH2:14][CH2:15][N:10]([C:6]2[CH:7]=[CH:8][CH:9]=[C:4]([N+:1]([O-:3])=[O:2])[CH:5]=2)[CH2:11][CH2:12]1.